This data is from Forward reaction prediction with 1.9M reactions from USPTO patents (1976-2016). The task is: Predict the product of the given reaction. (1) Given the reactants [CH2:1]([O:3][CH2:4][CH2:5][S:6][C:7]1[CH:12]=[C:11]([CH3:13])[C:10]([C:14]2[CH:19]=[CH:18][CH:17]=[C:16]([CH2:20]O)[CH:15]=2)=[C:9]([CH3:22])[CH:8]=1)[CH3:2].[F:23][C:24]1[CH:29]=[C:28]([NH:30][S:31]([C:34]2[CH:39]=[CH:38][CH:37]=[CH:36][C:35]=2[N+:40]([O-:42])=[O:41])(=[O:33])=[O:32])[CH:27]=[CH:26][C:25]=1[CH2:43][CH2:44][C:45]([O:47][C:48]([CH3:51])([CH3:50])[CH3:49])=[O:46].C(P(CCCC)CCCC)CCC.N(C(N1CCCCC1)=O)=NC(N1CCCCC1)=O, predict the reaction product. The product is: [CH2:1]([O:3][CH2:4][CH2:5][S:6][C:7]1[CH:12]=[C:11]([CH3:13])[C:10]([C:14]2[CH:19]=[CH:18][CH:17]=[C:16]([CH2:20][N:30]([S:31]([C:34]3[CH:39]=[CH:38][CH:37]=[CH:36][C:35]=3[N+:40]([O-:42])=[O:41])(=[O:32])=[O:33])[C:28]3[CH:27]=[CH:26][C:25]([CH2:43][CH2:44][C:45]([O:47][C:48]([CH3:51])([CH3:49])[CH3:50])=[O:46])=[C:24]([F:23])[CH:29]=3)[CH:15]=2)=[C:9]([CH3:22])[CH:8]=1)[CH3:2]. (2) Given the reactants [Cl:1][C:2]1[N:7]=[CH:6][C:5]([C@@H:8]([OH:21])[CH2:9][O:10][S:11]([C:14]2[CH:19]=[CH:18][C:17]([CH3:20])=[CH:16][CH:15]=2)(=[O:13])=[O:12])=[CH:4][CH:3]=1.N1C=CN=C1.[Si:27](Cl)([C:30]([CH3:33])([CH3:32])[CH3:31])([CH3:29])[CH3:28].C(OCC)(=O)C, predict the reaction product. The product is: [C:30]([Si:27]([CH3:29])([CH3:28])[O:21][C@H:8]([C:5]1[CH:6]=[N:7][C:2]([Cl:1])=[CH:3][CH:4]=1)[CH2:9][O:10][S:11]([C:14]1[CH:15]=[CH:16][C:17]([CH3:20])=[CH:18][CH:19]=1)(=[O:13])=[O:12])([CH3:33])([CH3:32])[CH3:31].